From a dataset of Forward reaction prediction with 1.9M reactions from USPTO patents (1976-2016). Predict the product of the given reaction. Given the reactants [CH2:1]([N:3]1[C:7]2[CH:8]=[CH:9][C:10]([C:12]3[C:13]([C:20]4[CH:21]=[C:22]([CH3:26])[CH:23]=[CH:24][CH:25]=4)=[N:14][N:15]([CH2:17][CH:18]=[O:19])[CH:16]=3)=[CH:11][C:6]=2[N:5]([CH2:27][CH3:28])[C:4]1=[O:29])[CH3:2].[BH4-].[Na+], predict the reaction product. The product is: [CH2:1]([N:3]1[C:7]2[CH:8]=[CH:9][C:10]([C:12]3[C:13]([C:20]4[CH:21]=[C:22]([CH3:26])[CH:23]=[CH:24][CH:25]=4)=[N:14][N:15]([CH2:17][CH:18]=[O:19])[CH:16]=3)=[CH:11][C:6]=2[N:5]([CH2:27][CH3:28])[C:4]1=[O:29])[CH3:2].[CH2:1]([N:3]1[C:7]2[CH:8]=[CH:9][C:10]([C:12]3[C:13]([C:20]4[CH:21]=[C:22]([CH3:26])[CH:23]=[CH:24][CH:25]=4)=[N:14][N:15]([CH2:17][CH2:18][OH:19])[CH:16]=3)=[CH:11][C:6]=2[N:5]([CH2:27][CH3:28])[C:4]1=[O:29])[CH3:2].